Dataset: Catalyst prediction with 721,799 reactions and 888 catalyst types from USPTO. Task: Predict which catalyst facilitates the given reaction. (1) Reactant: [I:1]N1C(=O)CCC1=O.C(O)(=O)C.[Br:13][C:14]1[C:20]([CH3:21])=[CH:19][C:17]([NH2:18])=[C:16]([O:22][CH3:23])[C:15]=1[F:24]. Product: [Br:13][C:14]1[C:20]([CH3:21])=[C:19]([I:1])[C:17]([NH2:18])=[C:16]([O:22][CH3:23])[C:15]=1[F:24]. The catalyst class is: 170. (2) Reactant: [H-].[Na+].[O:3]([CH2:10][CH2:11][OH:12])[C:4]1[CH:9]=[CH:8][CH:7]=[CH:6][CH:5]=1.Cl[C:14]1[N:15]=[C:16]([OH:24])[C:17]2[CH:23]=[CH:22][N:21]=[CH:20][C:18]=2[N:19]=1.O. Product: [O:3]([CH2:10][CH2:11][O:12][C:14]1[NH:15][C:16](=[O:24])[C:17]2[CH:23]=[CH:22][N:21]=[CH:20][C:18]=2[N:19]=1)[C:4]1[CH:9]=[CH:8][CH:7]=[CH:6][CH:5]=1. The catalyst class is: 3. (3) Reactant: [Br:1][C:2]1[CH:10]=[C:9]([F:11])[C:8]([F:12])=[CH:7][C:3]=1[C:4]([OH:6])=[O:5].[N+](=[CH2:15])=[N-]. Product: [Br:1][C:2]1[CH:10]=[C:9]([F:11])[C:8]([F:12])=[CH:7][C:3]=1[C:4]([O:6][CH3:15])=[O:5]. The catalyst class is: 98. (4) Reactant: [C:1]1([CH2:7][CH2:8]/[CH:9]=[CH:10]/[C:11]([OH:13])=O)[CH:6]=[CH:5][CH:4]=[CH:3][CH:2]=1.ClC(OCC)=O.[CH2:20]([N:22](CC)CC)[CH3:21].C(N)C.[Cl-].[Na+]. Product: [CH2:20]([NH:22][C:11](=[O:13])/[CH:10]=[CH:9]/[CH2:8][CH2:7][C:1]1[CH:2]=[CH:3][CH:4]=[CH:5][CH:6]=1)[CH3:21]. The catalyst class is: 1.